From a dataset of Buchwald-Hartwig C-N cross coupling reaction yields with 55,370 reactions. Predict the reaction yield, written as a fraction of the theoretical maximum amount of product (1.0 means a 100% yield; for example, 0.34 means a 34% yield). (1) The reactants are Clc1cccnc1.Cc1ccc(N)cc1.O=S(=O)(O[Pd]1c2ccccc2-c2ccccc2N~1)C(F)(F)F.COc1ccc(OC)c(P(C(C)(C)C)C(C)(C)C)c1-c1c(C(C)C)cc(C(C)C)cc1C(C)C.CCN=P(N=P(N(C)C)(N(C)C)N(C)C)(N(C)C)N(C)C.Cc1ccon1. No catalyst specified. The product is Cc1ccc(Nc2cccnc2)cc1. The yield is 0.0169. (2) The reactants are COc1ccc(I)cc1.Cc1ccc(N)cc1.O=S(=O)(O[Pd]1c2ccccc2-c2ccccc2N~1)C(F)(F)F.COc1ccc(OC)c(P(C(C)(C)C)C(C)(C)C)c1-c1c(C(C)C)cc(C(C)C)cc1C(C)C.CN1CCCN2CCCN=C12.CCOC(=O)c1cnoc1C. No catalyst specified. The product is COc1ccc(Nc2ccc(C)cc2)cc1. The yield is 0.294. (3) The reactants are FC(F)(F)c1ccc(Cl)cc1.Cc1ccc(N)cc1.O=S(=O)(O[Pd]1c2ccccc2-c2ccccc2N~1)C(F)(F)F.COc1ccc(OC)c(P(C(C)(C)C)C(C)(C)C)c1-c1c(C(C)C)cc(C(C)C)cc1C(C)C.CN(C)C(=NC(C)(C)C)N(C)C.COC(=O)c1cc(-c2cccs2)on1. No catalyst specified. The product is Cc1ccc(Nc2ccc(C(F)(F)F)cc2)cc1. The yield is 0.0609. (4) The reactants are COc1ccc(Br)cc1.Cc1ccc(N)cc1.O=S(=O)(O[Pd]1c2ccccc2-c2ccccc2N~1)C(F)(F)F.CC(C)c1cc(C(C)C)c(-c2ccccc2P(C2CCCCC2)C2CCCCC2)c(C(C)C)c1.CN1CCCN2CCCN=C12.COC(=O)c1cc(-c2cccs2)on1. No catalyst specified. The product is COc1ccc(Nc2ccc(C)cc2)cc1. The yield is 0.0419. (5) The reactants are Clc1ccccn1.Cc1ccc(N)cc1.O=S(=O)(O[Pd]1c2ccccc2-c2ccccc2N~1)C(F)(F)F.CC(C)c1cc(C(C)C)c(-c2ccccc2P(C(C)(C)C)C(C)(C)C)c(C(C)C)c1.CN1CCCN2CCCN=C12.CCOC(=O)c1cc(OC)no1. No catalyst specified. The product is Cc1ccc(Nc2ccccn2)cc1. The yield is 0.832. (6) The reactants are Ic1ccccn1.Cc1ccc(N)cc1.O=S(=O)(O[Pd]1c2ccccc2-c2ccccc2N~1)C(F)(F)F.COc1ccc(OC)c(P(C(C)(C)C)C(C)(C)C)c1-c1c(C(C)C)cc(C(C)C)cc1C(C)C.CN1CCCN2CCCN=C12.COC(=O)c1cc(-c2ccco2)on1. No catalyst specified. The product is Cc1ccc(Nc2ccccn2)cc1. The yield is 0.896. (7) The reactants are COc1ccc(Br)cc1.Cc1ccc(N)cc1.O=S(=O)(O[Pd]1c2ccccc2-c2ccccc2N~1)C(F)(F)F.COc1ccc(OC)c(P(C(C)(C)C)C(C)(C)C)c1-c1c(C(C)C)cc(C(C)C)cc1C(C)C.CN1CCCN2CCCN=C12.c1ccc2oncc2c1. No catalyst specified. The product is COc1ccc(Nc2ccc(C)cc2)cc1. The yield is 0.296.